From a dataset of NCI-60 drug combinations with 297,098 pairs across 59 cell lines. Regression. Given two drug SMILES strings and cell line genomic features, predict the synergy score measuring deviation from expected non-interaction effect. (1) Drug 1: CC1=C(C=C(C=C1)NC2=NC=CC(=N2)N(C)C3=CC4=NN(C(=C4C=C3)C)C)S(=O)(=O)N.Cl. Drug 2: C1CC(=O)NC(=O)C1N2CC3=C(C2=O)C=CC=C3N. Cell line: MDA-MB-435. Synergy scores: CSS=-0.364, Synergy_ZIP=3.81, Synergy_Bliss=3.95, Synergy_Loewe=1.09, Synergy_HSA=0.0870. (2) Drug 1: CNC(=O)C1=CC=CC=C1SC2=CC3=C(C=C2)C(=NN3)C=CC4=CC=CC=N4. Drug 2: CC1C(C(=O)NC(C(=O)N2CCCC2C(=O)N(CC(=O)N(C(C(=O)O1)C(C)C)C)C)C(C)C)NC(=O)C3=C4C(=C(C=C3)C)OC5=C(C(=O)C(=C(C5=N4)C(=O)NC6C(OC(=O)C(N(C(=O)CN(C(=O)C7CCCN7C(=O)C(NC6=O)C(C)C)C)C)C(C)C)C)N)C. Cell line: SNB-75. Synergy scores: CSS=16.1, Synergy_ZIP=2.85, Synergy_Bliss=7.45, Synergy_Loewe=8.11, Synergy_HSA=8.12. (3) Drug 1: CNC(=O)C1=NC=CC(=C1)OC2=CC=C(C=C2)NC(=O)NC3=CC(=C(C=C3)Cl)C(F)(F)F. Drug 2: C1=NNC2=C1C(=O)NC=N2. Cell line: SW-620. Synergy scores: CSS=-21.0, Synergy_ZIP=7.45, Synergy_Bliss=-11.1, Synergy_Loewe=-27.5, Synergy_HSA=-28.7. (4) Drug 1: CN(C(=O)NC(C=O)C(C(C(CO)O)O)O)N=O. Drug 2: C1C(C(OC1N2C=NC3=C2NC=NCC3O)CO)O. Cell line: A549. Synergy scores: CSS=81.2, Synergy_ZIP=0.185, Synergy_Bliss=-0.441, Synergy_Loewe=-1.27, Synergy_HSA=-0.478. (5) Drug 1: CNC(=O)C1=CC=CC=C1SC2=CC3=C(C=C2)C(=NN3)C=CC4=CC=CC=N4. Drug 2: CC1=C2C(C(=O)C3(C(CC4C(C3C(C(C2(C)C)(CC1OC(=O)C(C(C5=CC=CC=C5)NC(=O)OC(C)(C)C)O)O)OC(=O)C6=CC=CC=C6)(CO4)OC(=O)C)O)C)O. Cell line: NCI-H522. Synergy scores: CSS=58.0, Synergy_ZIP=8.27, Synergy_Bliss=8.23, Synergy_Loewe=-28.1, Synergy_HSA=10.2. (6) Drug 1: CC12CCC3C(C1CCC2=O)CC(=C)C4=CC(=O)C=CC34C. Drug 2: CNC(=O)C1=NC=CC(=C1)OC2=CC=C(C=C2)NC(=O)NC3=CC(=C(C=C3)Cl)C(F)(F)F. Cell line: PC-3. Synergy scores: CSS=54.9, Synergy_ZIP=0.519, Synergy_Bliss=-0.0755, Synergy_Loewe=1.79, Synergy_HSA=3.05. (7) Drug 1: C1CCC(CC1)NC(=O)N(CCCl)N=O. Drug 2: CC1=CC2C(CCC3(C2CCC3(C(=O)C)OC(=O)C)C)C4(C1=CC(=O)CC4)C. Cell line: DU-145. Synergy scores: CSS=2.28, Synergy_ZIP=1.11, Synergy_Bliss=4.22, Synergy_Loewe=-2.60, Synergy_HSA=-0.521. (8) Drug 1: CCC1=CC2CC(C3=C(CN(C2)C1)C4=CC=CC=C4N3)(C5=C(C=C6C(=C5)C78CCN9C7C(C=CC9)(C(C(C8N6C)(C(=O)OC)O)OC(=O)C)CC)OC)C(=O)OC.C(C(C(=O)O)O)(C(=O)O)O. Drug 2: C1=NC2=C(N=C(N=C2N1C3C(C(C(O3)CO)O)F)Cl)N. Cell line: MCF7. Synergy scores: CSS=34.3, Synergy_ZIP=-5.42, Synergy_Bliss=-0.605, Synergy_Loewe=-0.0414, Synergy_HSA=1.19. (9) Drug 1: C1=C(C(=O)NC(=O)N1)F. Drug 2: C1=NNC2=C1C(=O)NC=N2. Cell line: SK-MEL-2. Synergy scores: CSS=22.7, Synergy_ZIP=-0.120, Synergy_Bliss=-3.14, Synergy_Loewe=-26.2, Synergy_HSA=-6.75.